From a dataset of Reaction yield outcomes from USPTO patents with 853,638 reactions. Predict the reaction yield, written as a fraction of the theoretical maximum amount of product (1.0 means a 100% yield; for example, 0.34 means a 34% yield). The yield is 0.290. The reactants are [O:1]1[CH2:6][CH2:5][O:4][C:3]2[CH:7]=[C:8]([OH:11])[CH:9]=[CH:10][C:2]1=2.C([O-])([O-])=O.[Cs+].[Cs+].Cl[C:19]1[N:24]=[CH:23][N:22]=[C:21]([NH:25][C:26]2[CH:31]=[CH:30][CH:29]=[C:28]([NH2:32])[N:27]=2)[CH:20]=1.O. The product is [O:1]1[CH2:6][CH2:5][O:4][C:3]2[CH:7]=[C:8]([O:11][C:19]3[N:24]=[CH:23][N:22]=[C:21]([NH:25][C:26]4[CH:31]=[CH:30][CH:29]=[C:28]([NH2:32])[N:27]=4)[CH:20]=3)[CH:9]=[CH:10][C:2]1=2. The catalyst is CN1C(=O)CCC1.[Cu]I.